Dataset: Reaction yield outcomes from USPTO patents with 853,638 reactions. Task: Predict the reaction yield, written as a fraction of the theoretical maximum amount of product (1.0 means a 100% yield; for example, 0.34 means a 34% yield). (1) The reactants are [N:1]1[C:10]2[C:5](=[CH:6][CH:7]=[CH:8][CH:9]=2)[C:4]([C:11]([OH:13])=O)=[CH:3][CH:2]=1.C(N1C=CN=C1)(N1C=CN=C1)=O.Cl.[CH3:27][C@H:28]1[CH2:33][CH2:32][C@H:31]([NH2:34])[CH2:30][CH2:29]1.C(N(CC)C(C)C)(C)C. The catalyst is CN(C)C=O.C(Cl)(Cl)Cl. The product is [CH3:27][C@H:28]1[CH2:33][CH2:32][C@H:31]([NH:34][C:11]([C:4]2[C:5]3[C:10](=[CH:9][CH:8]=[CH:7][CH:6]=3)[N:1]=[CH:2][CH:3]=2)=[O:13])[CH2:30][CH2:29]1. The yield is 0.580. (2) The reactants are [CH2:1]([C@@H:8]1[CH2:12][O:11][C:10](=[O:13])[N:9]1[C:14](=[O:19])[CH2:15][CH2:16][CH:17]=[CH2:18])[C:2]1[CH:7]=[CH:6][CH:5]=[CH:4][CH:3]=1.[Li+].C[Si]([N-][Si](C)(C)C)(C)C.Br[CH2:31][C:32]1[C:37]([Cl:38])=[CH:36][C:35]([O:39][CH2:40][C:41]2[CH:46]=[CH:45][CH:44]=[CH:43][CH:42]=2)=[CH:34][C:33]=1[Cl:47]. The catalyst is C1COCC1. The product is [CH2:1]([C@@H:8]1[CH2:12][O:11][C:10](=[O:13])[N:9]1[C:14](=[O:19])[C@H:15]([CH2:31][C:32]1[C:33]([Cl:47])=[CH:34][C:35]([O:39][CH2:40][C:41]2[CH:42]=[CH:43][CH:44]=[CH:45][CH:46]=2)=[CH:36][C:37]=1[Cl:38])[CH2:16][CH:17]=[CH2:18])[C:2]1[CH:3]=[CH:4][CH:5]=[CH:6][CH:7]=1. The yield is 0.860. (3) The reactants are [Br:1][C:2]1[C:3](=[O:17])[N:4]([CH2:9][C:10]2[CH:15]=[CH:14][CH:13]=[C:12]([F:16])[CH:11]=2)[CH:5]=[CH:6][C:7]=1[OH:8].C(N(CC)CC)C.[F:25][C:26]([F:39])([F:38])[S:27](O[S:27]([C:26]([F:39])([F:38])[F:25])(=[O:29])=[O:28])(=[O:29])=[O:28]. The yield is 0.840. The catalyst is ClCCl. The product is [F:25][C:26]([F:39])([F:38])[S:27]([O:8][C:7]1[CH:6]=[CH:5][N:4]([CH2:9][C:10]2[CH:15]=[CH:14][CH:13]=[C:12]([F:16])[CH:11]=2)[C:3](=[O:17])[C:2]=1[Br:1])(=[O:29])=[O:28]. (4) The reactants are [S:1]([CH2:4][C:5]1[CH:6]=[C:7]([CH:10]=[CH:11][CH:12]=1)[CH:8]=O)[C:2]#[N:3].[CH:13]1[CH:18]=[CH:17][C:16]([CH:19]([C:25]2[NH:29][CH:28]=[CH:27][CH:26]=2)[C:20]2[NH:24][CH:23]=[CH:22][CH:21]=2)=[CH:15][CH:14]=1.[NH4+:30].[Cl-].O([CH2:35][CH3:36])CC.C([C:39]1[C:45](=O)[C:44](Cl)=[C:43](Cl)[C:41](=O)[C:40]=1[C:49]#N)#N. The catalyst is C(#N)C. The product is [C:40]1([C:49]2[C:23]3[CH:22]=[CH:21][C:20]([N:24]=3)=[C:8]([C:7]3[CH:10]=[CH:11][CH:12]=[C:5]([CH2:4][S:1][C:2]#[N:3])[CH:6]=3)[C:28]3[NH:29][C:25]([C:19]([C:16]4[CH:17]=[CH:18][CH:13]=[CH:14][CH:15]=4)=[C:20]4[N:24]=[C:23]([C:15]([C:36]5[CH:35]=[CH:16][CH:19]=[CH:25][CH:26]=5)=[C:14]5[NH:30][C:17]=2[CH:18]=[CH:13]5)[CH:22]=[CH:21]4)=[CH:26][CH:27]=3)[CH:39]=[CH:45][CH:44]=[CH:43][CH:41]=1. The yield is 0.0200. (5) The reactants are I[C:2]1[CH:3]=[C:4]([C:20]([NH:22][CH2:23][C:24]2[CH:29]=[CH:28][C:27]([S:30]([CH:33]([CH3:35])[CH3:34])(=[O:32])=[O:31])=[CH:26][CH:25]=2)=[O:21])[C:5](=[O:19])[N:6]([C:9]2[CH:14]=[CH:13][CH:12]=[C:11]([C:15]([F:18])([F:17])[F:16])[CH:10]=2)[C:7]=1[CH3:8].[CH:36]([O:38]CCCC)=[CH2:37].C(N(CC)CC)C. The catalyst is CN(C=O)C.C1C=CC(P(C2C=CC=CC=2)CCP(C2C=CC=CC=2)C2C=CC=CC=2)=CC=1.C1C=CC(P(C2C=CC=CC=2)CCP(C2C=CC=CC=2)C2C=CC=CC=2)=CC=1.[Pd]. The product is [C:36]([C:2]1[CH:3]=[C:4]([C:20]([NH:22][CH2:23][C:24]2[CH:29]=[CH:28][C:27]([S:30]([CH:33]([CH3:34])[CH3:35])(=[O:31])=[O:32])=[CH:26][CH:25]=2)=[O:21])[C:5](=[O:19])[N:6]([C:9]2[CH:14]=[CH:13][CH:12]=[C:11]([C:15]([F:17])([F:18])[F:16])[CH:10]=2)[C:7]=1[CH3:8])(=[O:38])[CH3:37]. The yield is 0.820. (6) The reactants are [NH2:1][C:2](=[O:35])[CH2:3][CH2:4][N:5]([CH2:13][C:14]1[CH:23]=[CH:22][C:21]2[C:16](=[CH:17][CH:18]=[C:19]([O:24][C@H:25]3[CH2:30][CH2:29][C@H:28]([C:31]([CH3:34])([CH3:33])[CH3:32])[CH2:27][CH2:26]3)[CH:20]=2)[CH:15]=1)C(=O)OC(C)(C)C.[CH3:36][C:37](OC(C)=O)=[O:38]. The catalyst is CC(O)=O. The product is [C:37]([NH:1][C:2](=[O:35])[CH2:3][CH2:4][NH:5][CH2:13][C:14]1[CH:23]=[CH:22][C:21]2[C:16](=[CH:17][CH:18]=[C:19]([O:24][C@H:25]3[CH2:26][CH2:27][C@H:28]([C:31]([CH3:33])([CH3:32])[CH3:34])[CH2:29][CH2:30]3)[CH:20]=2)[CH:15]=1)(=[O:38])[CH3:36]. The yield is 0.500. (7) The reactants are Br[C:2]1[CH:7]=[CH:6][C:5]([O:8][C:9]2[CH:14]=[CH:13][CH:12]=[CH:11][CH:10]=2)=[CH:4][C:3]=1[F:15].[Li]CCCC.CC([O:24][B:25](OC(C)C)[O:26]C(C)C)C. The catalyst is O1CCCC1. The product is [F:15][C:3]1[CH:4]=[C:5]([O:8][C:9]2[CH:14]=[CH:13][CH:12]=[CH:11][CH:10]=2)[CH:6]=[CH:7][C:2]=1[B:25]([OH:26])[OH:24]. The yield is 0.920. (8) The reactants are [OH:1][C:2]1[CH:10]=[CH:9][C:5]([C:6]([OH:8])=[O:7])=[CH:4][CH:3]=1.N1C=CN=C1.[Si:16](Cl)([C:19]([CH3:22])([CH3:21])[CH3:20])([CH3:18])[CH3:17]. The catalyst is CN(C)C=O. The product is [Si:16]([O:1][C:2]1[CH:10]=[CH:9][C:5]([C:6]([OH:8])=[O:7])=[CH:4][CH:3]=1)([C:19]([CH3:22])([CH3:21])[CH3:20])([CH3:18])[CH3:17]. The yield is 0.470. (9) The reactants are C([O:4][CH:5]([CH:9]([O:32]C(=O)C)[C:10]([NH:12][CH2:13][C:14]1[CH:27]=[CH:26][C:25]2[O:24][C:23]3[C:18]4=[C:19]([C:28](=[O:31])[NH:29][N:30]=[C:17]4[C:16]=2[CH:15]=1)[CH:20]=[CH:21][CH:22]=3)=[O:11])[C:6]([OH:8])=[O:7])(=O)C.[OH-].[Na+]. The catalyst is O.O1CCOCC1. The product is [OH:4][CH:5]([CH:9]([OH:32])[C:10]([NH:12][CH2:13][C:14]1[CH:27]=[CH:26][C:25]2[O:24][C:23]3[C:18]4=[C:19]([C:28](=[O:31])[NH:29][N:30]=[C:17]4[C:16]=2[CH:15]=1)[CH:20]=[CH:21][CH:22]=3)=[O:11])[C:6]([OH:8])=[O:7]. The yield is 0.250.